Regression/Classification. Given a drug SMILES string, predict its absorption, distribution, metabolism, or excretion properties. Task type varies by dataset: regression for continuous measurements (e.g., permeability, clearance, half-life) or binary classification for categorical outcomes (e.g., BBB penetration, CYP inhibition). Dataset: hlm. From a dataset of Human liver microsome stability data. (1) The molecule is CNC(=O)[C@@H](NC(=O)c1ccc(-c2ccc(CSc3nc(O)c4cc(F)ccc4n3)c(F)c2)o1)C(C)C. The result is 1 (stable in human liver microsomes). (2) The molecule is COc1ccc2c(C(=O)Nc3ccc(NC(=O)c4nn(C5CCN(C(=O)CC(C)(C)C#N)CC5)c5ccc(F)cc45)cc3Cl)cnn2c1. The result is 0 (unstable in human liver microsomes).